Dataset: Forward reaction prediction with 1.9M reactions from USPTO patents (1976-2016). Task: Predict the product of the given reaction. (1) Given the reactants Cl.[CH3:2][N:3]([CH3:21])[CH2:4][CH:5]([C:14]1(O)[CH2:19][CH2:18][CH2:17][CH2:16][CH2:15]1)[C:6]1[CH:11]=[CH:10][C:9]([O:12][CH3:13])=[CH:8][CH:7]=1.C(Cl)Cl.[OH-:25].[Na+], predict the reaction product. The product is: [CH3:2][N:3]([CH2:4][CH:5]([CH:14]1[CH2:19][CH2:18][CH2:17][CH2:16][CH:15]1[OH:25])[C:6]1[CH:11]=[CH:10][C:9]([O:12][CH3:13])=[CH:8][CH:7]=1)[CH3:21]. (2) Given the reactants [OH:1][C@H:2]1[CH2:7][CH2:6][C@@H:5]([NH:8][CH3:9])[CH2:4][CH2:3]1.[CH3:10][S:11](Cl)(=[O:13])=[O:12].C(N(CC)CC)C, predict the reaction product. The product is: [CH3:10][S:11]([O:1][C@H:2]1[CH2:7][CH2:6][C@@H:5]([N:8]([S:11]([CH3:10])(=[O:13])=[O:12])[CH3:9])[CH2:4][CH2:3]1)(=[O:13])=[O:12].